Predict the product of the given reaction. From a dataset of Forward reaction prediction with 1.9M reactions from USPTO patents (1976-2016). (1) Given the reactants [I:1][Si](C)(C)C.[CH:6]1[N:10]2[C:11]3[CH:30]=[CH:29][CH:28]=[CH:27][C:12]=3[CH2:13][CH2:14][C@@H:15]([NH:16]C(=O)OCC3C=CC=CC=3)[C:9]2=[N:8][CH:7]=1.C(O)C.CCCCCC.C(O)C, predict the reaction product. The product is: [IH:1].[IH:1].[CH:6]1[N:10]2[C:11]3[CH:30]=[CH:29][CH:28]=[CH:27][C:12]=3[CH2:13][CH2:14][C@@H:15]([NH2:16])[C:9]2=[N:8][CH:7]=1. (2) Given the reactants [F:1][C:2]1[CH:7]=[CH:6][CH:5]=[CH:4][C:3]=1[C:8]1[N:16]=[C:11]2[CH:12]=[N:13][NH:14][CH:15]=[C:10]2[N:9]=1.[Cl:17][C:18]1[CH:23]=[CH:22][C:21]([C:24]2[O:28][N:27]=[C:26]([CH2:29]OS(C)(=O)=O)[CH:25]=2)=[CH:20][CH:19]=1, predict the reaction product. The product is: [Cl:17][C:18]1[CH:19]=[CH:20][C:21]([C:24]2[O:28][N:27]=[C:26]([CH2:29][N:13]3[CH:12]=[C:11]4[N:16]=[C:8]([C:3]5[CH:4]=[CH:5][CH:6]=[CH:7][C:2]=5[F:1])[N:9]=[C:10]4[CH:15]=[N:14]3)[CH:25]=2)=[CH:22][CH:23]=1. (3) Given the reactants N#N.[Cl:3][C:4]1[CH:5]=[C:6]([C:10]2[C:19]3[C:14](=[CH:15][CH:16]=[C:17]([CH:20]([C:27]4[CH:32]=[CH:31][C:30]([Cl:33])=[CH:29][CH:28]=4)[C:21]4[N:25]([CH3:26])[CH:24]=[N:23][N:22]=4)[CH:18]=3)[N:13]([CH3:34])[C:12](=[O:35])[CH:11]=2)[CH:7]=[CH:8][CH:9]=1.[CH2:36](Cl)[Cl:37].[K], predict the reaction product. The product is: [Cl:37][CH2:36][C:20]([C:17]1[CH:18]=[C:19]2[C:14](=[CH:15][CH:16]=1)[N:13]([CH3:34])[C:12](=[O:35])[CH:11]=[C:10]2[C:6]1[CH:7]=[CH:8][CH:9]=[C:4]([Cl:3])[CH:5]=1)([C:27]1[CH:28]=[CH:29][C:30]([Cl:33])=[CH:31][CH:32]=1)[C:21]1[N:25]([CH3:26])[CH:24]=[N:23][N:22]=1.